This data is from Forward reaction prediction with 1.9M reactions from USPTO patents (1976-2016). The task is: Predict the product of the given reaction. (1) Given the reactants [C:1]1([C:7](=O)[CH2:8][CH2:9][C:10](=O)[CH3:11])[CH:6]=[CH:5][CH:4]=[CH:3][CH:2]=1.[CH3:14][CH2:15][O:16][C:17]1[CH:18]=[CH:19][C:20]([NH2:23])=[CH:21][CH:22]=1, predict the reaction product. The product is: [CH2:15]([O:16][C:17]1[CH:18]=[CH:19][C:20]([N:23]2[C:10]([CH3:11])=[CH:9][CH:8]=[C:7]2[C:1]2[CH:6]=[CH:5][CH:4]=[CH:3][CH:2]=2)=[CH:21][CH:22]=1)[CH3:14]. (2) Given the reactants [NH2:1][C:2]1[N:7]=[CH:6][C:5]([CH:8]2[CH2:13][CH2:12][N:11]([CH3:14])[C:10](=[O:15])[CH2:9]2)=[CH:4][CH:3]=1.C1C(=O)N([Br:23])C(=O)C1, predict the reaction product. The product is: [NH2:1][C:2]1[N:7]=[CH:6][C:5]([CH:8]2[CH2:13][CH2:12][N:11]([CH3:14])[C:10](=[O:15])[CH2:9]2)=[CH:4][C:3]=1[Br:23]. (3) Given the reactants [CH2:1]([C:3]1[CH:12]=[C:11]2[C:6]([C:7](=[O:19])[N:8]([NH:14][S:15]([CH3:18])(=[O:17])=[O:16])[C:9](=[O:13])[NH:10]2)=[CH:5][C:4]=1[C:20]1[N:21]([CH3:25])[N:22]=[CH:23][CH:24]=1)[CH3:2].[C:26](Cl)(=[O:30])[CH2:27][CH2:28][CH3:29], predict the reaction product. The product is: [C:26]([N:14]([N:8]1[C:7](=[O:19])[C:6]2[C:11](=[CH:12][C:3]([CH2:1][CH3:2])=[C:4]([C:20]3[N:21]([CH3:25])[N:22]=[CH:23][CH:24]=3)[CH:5]=2)[NH:10][C:9]1=[O:13])[S:15]([CH3:18])(=[O:16])=[O:17])(=[O:30])[CH2:27][CH2:28][CH3:29]. (4) Given the reactants Br[C:2]1[CH:19]=[CH:18][C:5]([C:6]([NH:8][CH:9]2[CH2:14][CH2:13][CH:12]([N:15]([CH3:17])[CH3:16])[CH2:11][CH2:10]2)=[O:7])=[CH:4][C:3]=1[C:20]([F:23])([F:22])[F:21].[B:24]1([B:24]2[O:28][C:27]([CH3:30])([CH3:29])[C:26]([CH3:32])([CH3:31])[O:25]2)[O:28][C:27]([CH3:30])([CH3:29])[C:26]([CH3:32])([CH3:31])[O:25]1.C([O-])(=O)C.[K+], predict the reaction product. The product is: [CH3:16][N:15]([CH3:17])[CH:12]1[CH2:13][CH2:14][CH:9]([NH:8][C:6](=[O:7])[C:5]2[CH:18]=[CH:19][C:2]([B:24]3[O:28][C:27]([CH3:30])([CH3:29])[C:26]([CH3:32])([CH3:31])[O:25]3)=[C:3]([C:20]([F:23])([F:22])[F:21])[CH:4]=2)[CH2:10][CH2:11]1. (5) Given the reactants FC(F)(F)C1C=CC(C2C=CC=C(COC3C=CC(C4(CC(OCC)=O)COC4)=CC=3)C=2)=CC=1.[OH:35][C:36]1[CH:41]=[CH:40][C:39]([C:42]2([CH2:46][C:47]([O:49][CH2:50][CH3:51])=[O:48])[CH2:45][O:44][CH2:43]2)=[CH:38][CH:37]=1.[CH3:52][O:53][C:54]1[CH:61]=[CH:60][C:57]([CH2:58]Br)=[CH:56][C:55]=1[C:62]([F:65])([F:64])[F:63], predict the reaction product. The product is: [CH3:52][O:53][C:54]1[CH:61]=[CH:60][C:57]([CH2:58][O:35][C:36]2[CH:41]=[CH:40][C:39]([C:42]3([CH2:46][C:47]([O:49][CH2:50][CH3:51])=[O:48])[CH2:43][O:44][CH2:45]3)=[CH:38][CH:37]=2)=[CH:56][C:55]=1[C:62]([F:63])([F:65])[F:64]. (6) Given the reactants C(O[C:4](=[O:17])[C:5]([NH:7][C:8]1[CH:13]=[C:12]([O:14][CH3:15])[N:11]=[C:10]([Br:16])[N:9]=1)=[O:6])C.[CH2:18](Br)[CH3:19].[Mg].Cl.[C:23](OCC)(=O)[CH3:24], predict the reaction product. The product is: [Br:16][C:10]1[N:9]=[C:8]([NH:7][C:5](=[O:6])[C:4]([CH2:18][CH3:19])([OH:17])[CH2:23][CH3:24])[CH:13]=[C:12]([O:14][CH3:15])[N:11]=1. (7) The product is: [N:11]1[CH:16]=[CH:15][CH:14]=[C:13]([CH2:17][CH2:18][CH:19]=[O:20])[CH:12]=1. Given the reactants C(Cl)(=O)C(Cl)=O.CS(C)=O.[N:11]1[CH:16]=[CH:15][CH:14]=[C:13]([CH2:17][CH2:18][CH2:19][OH:20])[CH:12]=1.O, predict the reaction product. (8) The product is: [C:33]([C:26]1[CH:27]=[C:28]([C:31]#[N:32])[CH:29]=[CH:30][C:25]=1[NH:24][C:15]1[CH:16]=[C:17]([C:20]([F:22])([F:23])[F:21])[CH:18]=[CH:19][C:14]=1[NH:13][C:6]1[CH:5]=[CH:4][C:3]([C:1]#[N:2])=[CH:12][C:7]=1[C:8]([OH:10])=[O:9])([OH:35])=[O:34]. Given the reactants [C:1]([C:3]1[CH:4]=[CH:5][C:6]([NH:13][C:14]2[CH:19]=[CH:18][C:17]([C:20]([F:23])([F:22])[F:21])=[CH:16][C:15]=2[NH:24][C:25]2[CH:30]=[CH:29][C:28]([C:31]#[N:32])=[CH:27][C:26]=2[C:33]([O:35]C)=[O:34])=[C:7]([CH:12]=1)[C:8]([O:10]C)=[O:9])#[N:2].O[Li].O, predict the reaction product. (9) Given the reactants [C:1]([O:5][C:6]([N:8]1[CH2:13][CH2:12][N:11]([C:14]2[N:15]([C:25]3[CH:30]=[CH:29][C:28](I)=[CH:27][CH:26]=3)[C:16]3[C:21]([C:22]=2[CH:23]=[O:24])=[CH:20][CH:19]=[CH:18][CH:17]=3)[CH2:10][CH2:9]1)=[O:7])([CH3:4])([CH3:3])[CH3:2].[C:32]([C:34]1[CH:39]=[CH:38][C:37](B(O)O)=[CH:36][CH:35]=1)#[N:33], predict the reaction product. The product is: [C:1]([O:5][C:6]([N:8]1[CH2:13][CH2:12][N:11]([C:14]2[N:15]([C:25]3[CH:30]=[CH:29][C:28]([C:37]4[CH:38]=[CH:39][C:34]([C:32]#[N:33])=[CH:35][CH:36]=4)=[CH:27][CH:26]=3)[C:16]3[C:21]([C:22]=2[CH:23]=[O:24])=[CH:20][CH:19]=[CH:18][CH:17]=3)[CH2:10][CH2:9]1)=[O:7])([CH3:4])([CH3:3])[CH3:2]. (10) Given the reactants [Cl:1][C:2]1[C:3]([C:22]#[N:23])=[C:4]([C:8]([NH:10][C@@H:11]2[CH2:16][CH2:15][N:14](C(OC)=O)[CH2:13][C@@H:12]2[CH3:21])=[O:9])[NH:5][C:6]=1[CH3:7].[OH-].[K+].O.NN.O, predict the reaction product. The product is: [Cl:1][C:2]1[C:3]([C:22]#[N:23])=[C:4]([C:8]([NH:10][C@@H:11]2[CH2:16][CH2:15][NH:14][CH2:13][C@@H:12]2[CH3:21])=[O:9])[NH:5][C:6]=1[CH3:7].